This data is from Tyrosyl-DNA phosphodiesterase HTS with 341,365 compounds. The task is: Binary Classification. Given a drug SMILES string, predict its activity (active/inactive) in a high-throughput screening assay against a specified biological target. (1) The drug is O=C(NC1CCN(CC1)C(C)C)Nc1cc2OCOc2cc1. The result is 0 (inactive). (2) The result is 0 (inactive). The drug is O(c1c(CNc2ccc(O)cc2)cccc1)CC. (3) The molecule is s1c2CCC(Cc2cc1C(=O)Nc1ccc(cc1)C(=O)N)C. The result is 0 (inactive). (4) The molecule is s1c(/C=C2\C(=C(N(C2=O)c2ccc(cc2)C)C)C(OCC)=O)ccc1. The result is 0 (inactive). (5) The drug is S1c2c(NC(=O)c3c1cccc3)cc(cc2)C(=O)Nc1cc(cc(c1)C(OC)=O)C(OC)=O. The result is 1 (active). (6) The molecule is Fc1c(Cn2ncn3c(cc4c3cccc4)c2=O)cccc1. The result is 0 (inactive). (7) The compound is S(=O)(=O)(Nc1ccc(OC)cc1)/C=C\c1cc(OC)c(OC)cc1. The result is 0 (inactive).